From a dataset of Reaction yield outcomes from USPTO patents with 853,638 reactions. Predict the reaction yield, written as a fraction of the theoretical maximum amount of product (1.0 means a 100% yield; for example, 0.34 means a 34% yield). (1) The reactants are [F:1][C:2]1[CH:7]=[C:6]([Si:8]([CH3:11])([CH3:10])[CH3:9])[CH:5]=[CH:4][C:3]=1[NH2:12].[C:13]([O:17][C:18]([C:20]1[CH:21]=[CH:22][C:23]2[S:27][N:26]=[CH:25][C:24]=2[C:28]=1Br)=[O:19])([CH3:16])([CH3:15])[CH3:14].CC1(C)C2C(=C(P(C3C=CC=CC=3)C3C=CC=CC=3)C=CC=2)OC2C(P(C3C=CC=CC=3)C3C=CC=CC=3)=CC=CC1=2.[O-]P([O-])([O-])=O.[K+].[K+].[K+]. The catalyst is C1(C)C=CC=CC=1.C(OCC)(=O)C.C1C=CC(/C=C/C(/C=C/C2C=CC=CC=2)=O)=CC=1.C1C=CC(/C=C/C(/C=C/C2C=CC=CC=2)=O)=CC=1.C1C=CC(/C=C/C(/C=C/C2C=CC=CC=2)=O)=CC=1.[Pd].[Pd]. The product is [C:13]([O:17][C:18]([C:20]1[CH:21]=[CH:22][C:23]2[S:27][N:26]=[CH:25][C:24]=2[C:28]=1[NH:12][C:3]1[CH:4]=[CH:5][C:6]([Si:8]([CH3:9])([CH3:11])[CH3:10])=[CH:7][C:2]=1[F:1])=[O:19])([CH3:16])([CH3:14])[CH3:15]. The yield is 0.780. (2) The reactants are [CH3:1][N:2]1[CH:6]=[C:5]([CH2:7][OH:8])[C:4]([C:9]([F:12])([F:11])[F:10])=[N:3]1.C[N+]1([O-])CCOCC1.C([N+](CCC)(CCC)CCC)CC. No catalyst specified. The product is [CH3:1][N:2]1[CH:6]=[C:5]([CH:7]=[O:8])[C:4]([C:9]([F:10])([F:11])[F:12])=[N:3]1. The yield is 0.880. (3) The reactants are Br[C:2]1[CH:3]=[C:4]([OH:21])[C:5]([C:12]([NH:14][CH2:15][C:16]([O:18]CC)=[O:17])=[O:13])=[C:6]2[C:11]=1[N:10]=[CH:9][CH:8]=[N:7]2.[Br:22][C:23]1[CH:24]=[C:25](B(O)O)[CH:26]=[C:27]([F:29])[CH:28]=1.C(=O)([O-])[O-].[K+].[K+].[OH-].[Na+]. The catalyst is O1CCOCC1.O.CO.C1C=CC([P]([Pd]([P](C2C=CC=CC=2)(C2C=CC=CC=2)C2C=CC=CC=2)([P](C2C=CC=CC=2)(C2C=CC=CC=2)C2C=CC=CC=2)[P](C2C=CC=CC=2)(C2C=CC=CC=2)C2C=CC=CC=2)(C2C=CC=CC=2)C2C=CC=CC=2)=CC=1. The product is [Br:22][C:23]1[CH:24]=[C:25]([C:2]2[CH:3]=[C:4]([OH:21])[C:5]([C:12]([NH:14][CH2:15][C:16]([OH:18])=[O:17])=[O:13])=[C:6]3[C:11]=2[N:10]=[CH:9][CH:8]=[N:7]3)[CH:26]=[C:27]([F:29])[CH:28]=1. The yield is 0.535.